Dataset: Catalyst prediction with 721,799 reactions and 888 catalyst types from USPTO. Task: Predict which catalyst facilitates the given reaction. (1) Reactant: [NH2:1][CH:2]1[CH2:7][CH2:6][CH2:5][C:4]([O:11][C:12]2[CH:17]=[CH:16][CH:15]=[C:14]([F:18])[CH:13]=2)([C:8](O)=[O:9])[CH2:3]1.[ClH:19]. Product: [ClH:19].[NH2:1][CH:2]1[CH2:7][CH2:6][CH2:5][C:4]([CH2:8][OH:9])([O:11][C:12]2[CH:17]=[CH:16][CH:15]=[C:14]([F:18])[CH:13]=2)[CH2:3]1. The catalyst class is: 523. (2) Reactant: [Cl:1][C:2]1[C:3]([O:31][CH3:32])=[CH:4][CH:5]=[C:6]2[C:11]=1[N:10]=[C:9]([N:12]1[CH:16]=[CH:15][C:14]([C:17]([F:20])([F:19])[F:18])=[N:13]1)[CH:8]=[C:7]2[O:21]CC1C=CC(OC)=CC=1.[Na+].[I-].O.Cl. Product: [Cl:1][C:2]1[C:3]([O:31][CH3:32])=[CH:4][CH:5]=[C:6]2[C:11]=1[N:10]=[C:9]([N:12]1[CH:16]=[CH:15][C:14]([C:17]([F:19])([F:20])[F:18])=[N:13]1)[CH:8]=[C:7]2[OH:21]. The catalyst class is: 10.